Dataset: NCI-60 drug combinations with 297,098 pairs across 59 cell lines. Task: Regression. Given two drug SMILES strings and cell line genomic features, predict the synergy score measuring deviation from expected non-interaction effect. Drug 1: C1=CC(=CC=C1CCCC(=O)O)N(CCCl)CCCl. Drug 2: C(CCl)NC(=O)N(CCCl)N=O. Cell line: SK-MEL-5. Synergy scores: CSS=27.4, Synergy_ZIP=-7.70, Synergy_Bliss=-2.71, Synergy_Loewe=-9.62, Synergy_HSA=-6.76.